This data is from Forward reaction prediction with 1.9M reactions from USPTO patents (1976-2016). The task is: Predict the product of the given reaction. The product is: [C:37]1([S:34]([N:27]2[C:28]3=[N:29][CH:30]=[CH:31][CH:32]=[C:33]3[C:25]([C:22]3[CH:23]=[C:24]4[C:19](=[CH:20][CH:21]=3)[C:18](=[O:43])[NH:17][N:16]=[C:15]4[CH2:14][CH:11]3[CH2:12][CH2:13][NH:8][CH2:9][CH2:10]3)=[CH:26]2)(=[O:35])=[O:36])[CH:38]=[CH:39][CH:40]=[CH:41][CH:42]=1. Given the reactants C(OC([N:8]1[CH2:13][CH2:12][CH:11]([CH2:14][C:15]2[C:24]3[C:19](=[CH:20][CH:21]=[C:22]([C:25]4[C:33]5[C:28](=[N:29][CH:30]=[CH:31][CH:32]=5)[N:27]([S:34]([C:37]5[CH:42]=[CH:41][CH:40]=[CH:39][CH:38]=5)(=[O:36])=[O:35])[CH:26]=4)[CH:23]=3)[C:18](=[O:43])[NH:17][N:16]=2)[CH2:10][CH2:9]1)=O)(C)(C)C.FC(F)(F)C(O)=O.C(#N)C, predict the reaction product.